This data is from TCR-epitope binding with 47,182 pairs between 192 epitopes and 23,139 TCRs. The task is: Binary Classification. Given a T-cell receptor sequence (or CDR3 region) and an epitope sequence, predict whether binding occurs between them. (1) The epitope is RILGAGCFV. The TCR CDR3 sequence is CASSFSGTINEQFF. Result: 1 (the TCR binds to the epitope). (2) The epitope is KRWIILGLNK. The TCR CDR3 sequence is CASSLGQRSTEAFF. Result: 1 (the TCR binds to the epitope). (3) The epitope is YIFFASFYY. The TCR CDR3 sequence is CAISDVDRPYEQYF. Result: 1 (the TCR binds to the epitope). (4) The epitope is YYRRATRRIR. The TCR CDR3 sequence is CASSAERQGAGANVLTF. Result: 0 (the TCR does not bind to the epitope). (5) The epitope is SSTFNVPMEKLK. The TCR CDR3 sequence is CASSFMSGSYEQYF. Result: 1 (the TCR binds to the epitope). (6) The epitope is KPLEFGATSAAL. The TCR CDR3 sequence is CASSSRPGQAETQYF. Result: 1 (the TCR binds to the epitope). (7) The epitope is TLIGDCATV. The TCR CDR3 sequence is CASSPTGPSTDTQYF. Result: 1 (the TCR binds to the epitope). (8) The epitope is KLSYGIATV. The TCR CDR3 sequence is CASSPPGVYNEQFF. Result: 0 (the TCR does not bind to the epitope). (9) The epitope is RTLNAWVKV. The TCR CDR3 sequence is CASSQGPDSPLHF. Result: 0 (the TCR does not bind to the epitope). (10) The epitope is ALSKGVHFV. The TCR CDR3 sequence is CASSLVDGGPETQYF. Result: 1 (the TCR binds to the epitope).